Dataset: Reaction yield outcomes from USPTO patents with 853,638 reactions. Task: Predict the reaction yield, written as a fraction of the theoretical maximum amount of product (1.0 means a 100% yield; for example, 0.34 means a 34% yield). (1) The reactants are [NH2:1][C:2]1[CH:11]=[C:10]2[C:5]([CH2:6][CH2:7][N:8]([C:12](=[O:17])[C:13]([F:16])([F:15])[F:14])[CH2:9]2)=[C:4]([C:18]2[S:19][C:20]3[CH:26]=[CH:25][CH:24]=[CH:23][C:21]=3[N:22]=2)[CH:3]=1.[C:27](OC(=O)C)(=[O:29])[CH3:28]. The catalyst is C(O)(=O)C. The product is [S:19]1[C:20]2[CH:26]=[CH:25][CH:24]=[CH:23][C:21]=2[N:22]=[C:18]1[C:4]1[CH:3]=[C:2]([NH:1][C:27](=[O:29])[CH3:28])[CH:11]=[C:10]2[C:5]=1[CH2:6][CH2:7][N:8]([C:12](=[O:17])[C:13]([F:16])([F:14])[F:15])[CH2:9]2. The yield is 0.890. (2) The reactants are [CH3:1][N:2]([CH3:28])[C:3]1[NH:4][C:5](=[O:27])[C:6]([CH2:12][C:13]2[CH:18]=[CH:17][C:16]([C:19]3[C:20]([C:25]#[N:26])=[CH:21][CH:22]=[CH:23][CH:24]=3)=[CH:15][CH:14]=2)=[C:7]([CH2:9][CH2:10][CH3:11])[N:8]=1.[CH3:29][C:30]1([CH3:42])[CH2:34][C:33]2[CH:35]=[C:36](B(O)O)[CH:37]=[CH:38][C:32]=2[O:31]1.C(N(CC)CC)C.N1C=CC=CC=1. The catalyst is ClCCl.C(OCC)(=O)C.C([O-])(=O)C.[Cu+2].C([O-])(=O)C. The product is [CH3:28][N:2]([CH3:1])[C:3]1[N:4]([C:36]2[CH:37]=[CH:38][C:32]3[O:31][C:30]([CH3:29])([CH3:42])[CH2:34][C:33]=3[CH:35]=2)[C:5](=[O:27])[C:6]([CH2:12][C:13]2[CH:18]=[CH:17][C:16]([C:19]3[C:20]([C:25]#[N:26])=[CH:21][CH:22]=[CH:23][CH:24]=3)=[CH:15][CH:14]=2)=[C:7]([CH2:9][CH2:10][CH3:11])[N:8]=1. The yield is 0.110. (3) The reactants are [C:1]([O:5][C:6](=[O:17])[NH:7][C@H:8]([C:10]1[CH:15]=[CH:14][CH:13]=[C:12](Br)[CH:11]=1)[CH3:9])([CH3:4])([CH3:3])[CH3:2].[CH3:18][C@H:19]1[O:24][C@@H:23]([CH3:25])[CH2:22][NH:21][CH2:20]1.C(P(C(C)(C)C)C1C=CC=CC=1C1C=CC=CC=1)(C)(C)C.CC(C)([O-])C.[Na+]. The catalyst is C1(C)C=CC=CC=1.C([O-])(=O)C.[Pd+2].C([O-])(=O)C. The product is [C:1]([O:5][C:6](=[O:17])[NH:7][C@H:8]([C:10]1[CH:15]=[CH:14][CH:13]=[C:12]([N:21]2[CH2:20][C@H:19]([CH3:18])[O:24][C@H:23]([CH3:25])[CH2:22]2)[CH:11]=1)[CH3:9])([CH3:4])([CH3:3])[CH3:2]. The yield is 0.380. (4) The reactants are [NH2:1][C:2]1[CH:3]=[N:4][CH:5]=[CH:6][CH:7]=1.[N:8]([O-])=O.[Na+].[ClH:12]. The catalyst is O.C([O-])(=O)C.[Cu+2].C([O-])(=O)C. The product is [ClH:12].[ClH:12].[NH:1]([C:2]1[CH:3]=[N:4][CH:5]=[CH:6][CH:7]=1)[NH2:8]. The yield is 0.850. (5) The reactants are Br[C:2]1[S:3][C:4](Br)=[C:5]([Br:13])[C:6]=1[CH2:7][CH2:8][CH2:9][CH2:10][CH2:11][CH3:12].C1COCC1.C([Li])CCC. The catalyst is O. The product is [Br:13][C:5]1[C:6]([CH2:7][CH2:8][CH2:9][CH2:10][CH2:11][CH3:12])=[CH:2][S:3][CH:4]=1. The yield is 0.826. (6) The reactants are [Br:1][C:2]1[CH:3]=[C:4]2[CH2:10][C:9](=[O:11])[NH:8][C:5]2=[N:6][CH:7]=1.[N:12]1[CH:17]=[CH:16][C:15](/[CH:18]=[CH:19]/[C:20]2[C:28]3[C:23](=[CH:24][C:25]([CH:29]=O)=[CH:26][CH:27]=3)[NH:22][N:21]=2)=[CH:14][CH:13]=1. No catalyst specified. The product is [Br:1][C:2]1[CH:3]=[C:4]2[C:10](=[CH:29][C:25]3[CH:24]=[C:23]4[C:28]([C:20](/[CH:19]=[CH:18]/[C:15]5[CH:14]=[CH:13][N:12]=[CH:17][CH:16]=5)=[N:21][NH:22]4)=[CH:27][CH:26]=3)[C:9](=[O:11])[NH:8][C:5]2=[N:6][CH:7]=1. The yield is 0.640. (7) The reactants are [CH3:1][O:2]/[N:3]=[C:4](/[C:15]1[CH:20]=[CH:19][CH:18]=[CH:17][CH:16]=1)\[CH2:5][O:6][C:7]1[CH:12]=[CH:11][C:10]([CH2:13][OH:14])=[CH:9][CH:8]=1.O[C:22]1[CH:27]=[CH:26][C:25]([CH:28]([CH2:34][CH2:35][CH3:36])[CH2:29][C:30]([O:32][CH3:33])=[O:31])=[CH:24][CH:23]=1.C1(P(C2C=CC=CC=2)C2C=CC=CC=2)C=CC=CC=1. The catalyst is C1COCC1. The product is [CH3:1][O:2]/[N:3]=[C:4](/[C:15]1[CH:20]=[CH:19][CH:18]=[CH:17][CH:16]=1)\[CH2:5][O:6][C:7]1[CH:12]=[CH:11][C:10]([CH2:13][O:14][C:22]2[CH:27]=[CH:26][C:25]([CH:28]([CH2:34][CH2:35][CH3:36])[CH2:29][C:30]([O:32][CH3:33])=[O:31])=[CH:24][CH:23]=2)=[CH:9][CH:8]=1. The yield is 0.217. (8) The reactants are [CH3:1][O:2][CH2:3][O:4][C:5]1[CH:10]=[CH:9][CH:8]=[C:7]([N+:11]([O-])=O)[C:6]=1[C:14]#[C:15][C@H:16]([OH:18])[CH3:17].[H][H]. The catalyst is [Pd].CO. The product is [NH2:11][C:7]1[CH:8]=[CH:9][CH:10]=[C:5]([O:4][CH2:3][O:2][CH3:1])[C:6]=1[CH2:14][CH2:15][C@H:16]([OH:18])[CH3:17]. The yield is 1.00. (9) The reactants are [F:1][C:2]1[CH:23]=[CH:22][C:5]([CH2:6][N:7]2[C:11]3=[CH:12][N:13]=[C:14]([C:16](OC)=[O:17])[CH:15]=[C:10]3[C:9]([CH:20]=O)=[CH:8]2)=[CH:4][CH:3]=1.[CH3:24][CH:25]1[NH:30][CH2:29][CH2:28][NH:27][C:26]1=[O:31].C(O[BH-](OC(=O)C)OC(=O)C)(=O)C.[Na+].[Li+].[OH-].Cl.[CH3:49][NH:50][OH:51].CN(C(ON1N=NC2C=CC=NC1=2)=[N+](C)C)C.F[P-](F)(F)(F)(F)F.C(N(CC)CC)C. The catalyst is ClCCl. The product is [F:1][C:2]1[CH:3]=[CH:4][C:5]([CH2:6][N:7]2[C:11]3=[CH:12][N:13]=[C:14]([C:16]([N:50]([OH:51])[CH3:49])=[O:17])[CH:15]=[C:10]3[C:9]([CH2:20][N:30]3[CH2:29][CH2:28][NH:27][C:26](=[O:31])[CH:25]3[CH3:24])=[CH:8]2)=[CH:22][CH:23]=1. The yield is 0.240. (10) The reactants are [CH:1]([N:4]1[C:8]([C:9]2[N:18]=[C:17]3[N:11]([CH2:12][CH2:13][O:14][C:15]4[CH:22]=[C:21]([C:23]5[N:24]=[C:25]([CH2:34][C:35]([CH3:38])([OH:37])[CH3:36])[N:26](C6CCCCO6)[CH:27]=5)[CH:20]=[CH:19][C:16]=43)[CH:10]=2)=[N:7][CH:6]=[N:5]1)([CH3:3])[CH3:2].Cl.CO. The catalyst is CCO. The product is [CH:1]([N:4]1[C:8]([C:9]2[N:18]=[C:17]3[C:16]4[CH:19]=[CH:20][C:21]([C:23]5[NH:24][C:25]([CH2:34][C:35]([CH3:38])([OH:37])[CH3:36])=[N:26][CH:27]=5)=[CH:22][C:15]=4[O:14][CH2:13][CH2:12][N:11]3[CH:10]=2)=[N:7][CH:6]=[N:5]1)([CH3:3])[CH3:2]. The yield is 0.120.